The task is: Predict the product of the given reaction.. This data is from Forward reaction prediction with 1.9M reactions from USPTO patents (1976-2016). (1) Given the reactants C1CCC(N=C=NC2CCCCC2)CC1.C(N(CC)CC)C.[C:23]([CH2:25][C:26]([OH:28])=O)#[N:24].[C:29]([N:37]1[CH2:42][CH2:41][NH:40][C@H:39]([CH3:43])[CH2:38]1)(=[O:36])[C:30]1[CH:35]=[CH:34][CH:33]=[CH:32][CH:31]=1, predict the reaction product. The product is: [C:29]([N:37]1[CH2:42][CH2:41][N:40]([C:26](=[O:28])[CH2:25][C:23]#[N:24])[C@H:39]([CH3:43])[CH2:38]1)(=[O:36])[C:30]1[CH:31]=[CH:32][CH:33]=[CH:34][CH:35]=1. (2) Given the reactants [CH3:1][C:2]([Si:5]([CH3:21])([CH3:20])[O:6][C@@H:7]([C@@H:16]([CH3:19])[CH:17]=[O:18])[C@@H:8]([CH3:15])[C:9]([N:11]([O:13][CH3:14])[CH3:12])=[O:10])([CH3:4])[CH3:3].[CH3:22][Mg]Br, predict the reaction product. The product is: [CH3:1][C:2]([Si:5]([CH3:20])([CH3:21])[O:6][C@@H:7]([C@@H:16]([CH3:19])[CH:17]([OH:18])[CH3:22])[C@@H:8]([CH3:15])[C:9]([N:11]([O:13][CH3:14])[CH3:12])=[O:10])([CH3:3])[CH3:4]. (3) Given the reactants I[CH3:2].[NH2:3][C:4]1[CH:13]=[CH:12][C:7]([C:8]([O:10][CH3:11])=[O:9])=[C:6]([CH3:14])[C:5]=1[N+:15]([O-:17])=[O:16].[H-].[Na+], predict the reaction product. The product is: [CH3:14][C:6]1[C:5]([N+:15]([O-:17])=[O:16])=[C:4]([NH:3][CH3:2])[CH:13]=[CH:12][C:7]=1[C:8]([O:10][CH3:11])=[O:9]. (4) Given the reactants Cl[C:2]1[N:7]=[C:6]([Cl:8])[N:5]=[C:4]([NH:9][C@@H:10]2[C:18]3[C:13](=[CH:14][CH:15]=[CH:16][CH:17]=3)[CH2:12][CH2:11]2)[N:3]=1.Cl.[NH2:20][C@@H:21]1[CH2:25][C@H:24]([CH2:26][OH:27])[C@@H:23]([OH:28])[C@H:22]1[OH:29].C(=O)([O-])[O-].[K+].[K+], predict the reaction product. The product is: [Cl:8][C:6]1[N:5]=[C:4]([NH:9][C@@H:10]2[C:18]3[C:13](=[CH:14][CH:15]=[CH:16][CH:17]=3)[CH2:12][CH2:11]2)[N:3]=[C:2]([NH:20][C@@H:21]2[CH2:25][C@H:24]([CH2:26][OH:27])[C@@H:23]([OH:28])[C@H:22]2[OH:29])[N:7]=1. (5) Given the reactants [NH2:1][C:2]1[CH:3]=[C:4]([N:8]2[C:13](=[O:14])[C:12]([CH2:15][C:16]3[CH:21]=[CH:20][CH:19]=[CH:18][CH:17]=3)=[N:11][C:10]3[CH:22]=[CH:23][CH:24]=[N:25][C:9]2=3)[CH:5]=[CH:6][CH:7]=1.C(N(CC)CC)C.[C:33](Cl)(=[O:40])[C:34]1[CH:39]=[CH:38][CH:37]=[CH:36][CH:35]=1.C(=O)(O)[O-].[Na+], predict the reaction product. The product is: [C:33]([NH:1][C:2]1[CH:3]=[C:4]([N:8]2[C:13](=[O:14])[C:12]([CH2:15][C:16]3[CH:21]=[CH:20][CH:19]=[CH:18][CH:17]=3)=[N:11][C:10]3[CH:22]=[CH:23][CH:24]=[N:25][C:9]2=3)[CH:5]=[CH:6][CH:7]=1)(=[O:40])[C:34]1[CH:39]=[CH:38][CH:37]=[CH:36][CH:35]=1. (6) The product is: [Cl:1][CH:2]([Cl:11])[C:3]1[CH:4]=[C:5]([CH:6]([Cl:8])[Cl:7])[N:13]([CH2:15][C:16]([O:18][CH2:19][CH3:20])=[O:17])[N:14]=1. Given the reactants [Cl:1][CH:2]([Cl:11])[C:3](=O)[CH2:4][C:5](=O)[CH:6]([Cl:8])[Cl:7].Cl.[NH:13]([CH2:15][C:16]([O:18][CH2:19][CH3:20])=[O:17])[NH2:14], predict the reaction product. (7) Given the reactants [F:1][C:2]([F:17])([F:16])[C:3]1[CH:8]=[CH:7][C:6]([N:9]2[CH2:14][CH2:13][CH:12]([OH:15])[CH2:11][CH2:10]2)=[CH:5][CH:4]=1.[H-].[Na+].Cl[C:21]1[N:22]=[CH:23][C:24]([C:27]([O:29][CH3:30])=[O:28])=[N:25][CH:26]=1, predict the reaction product. The product is: [F:17][C:2]([F:1])([F:16])[C:3]1[CH:4]=[CH:5][C:6]([N:9]2[CH2:14][CH2:13][CH:12]([O:15][C:21]3[N:22]=[CH:23][C:24]([C:27]([O:29][CH3:30])=[O:28])=[N:25][CH:26]=3)[CH2:11][CH2:10]2)=[CH:7][CH:8]=1. (8) Given the reactants [Br:1][C:2]1[CH:7]=[CH:6][C:5]([C:8]#[C:9][CH2:10][OH:11])=[CH:4][CH:3]=1, predict the reaction product. The product is: [Br:1][C:2]1[CH:3]=[CH:4][C:5]([CH2:8][CH2:9][CH2:10][OH:11])=[CH:6][CH:7]=1. (9) Given the reactants [H-].[Na+].Cl.[Cl:4][C:5]1[CH:6]=[C:7]2[C:11](=[CH:12][CH:13]=1)[NH:10][C:9]([C:14]1[CH:19]=[CH:18][C:17]([Cl:20])=[CH:16][CH:15]=1)=[C:8]2[CH2:21][CH2:22][CH2:23][N:24]1[CH2:29][CH2:28][C:27]([CH2:31][C:32]2[CH:37]=[CH:36][CH:35]=[CH:34][CH:33]=2)([OH:30])[CH2:26][CH2:25]1.[C:38](OC(=O)C)(=[O:40])[CH3:39].C(=O)([O-])O.[Na+], predict the reaction product. The product is: [C:38]([N:10]1[C:11]2[C:7](=[CH:6][C:5]([Cl:4])=[CH:13][CH:12]=2)[C:8]([CH2:21][CH2:22][CH2:23][N:24]2[CH2:29][CH2:28][C:27]([CH2:31][C:32]3[CH:33]=[CH:34][CH:35]=[CH:36][CH:37]=3)([OH:30])[CH2:26][CH2:25]2)=[C:9]1[C:14]1[CH:19]=[CH:18][C:17]([Cl:20])=[CH:16][CH:15]=1)(=[O:40])[CH3:39]. (10) Given the reactants [N:1]1([C:7]2[CH:12]=[CH:11][C:10]([NH:13][C:14]([C:16]3[CH2:21][CH2:20][CH2:19][CH2:18][C:17]=3[C:22]3[CH:27]=[CH:26][C:25]([C:28]([F:31])([F:30])[F:29])=[CH:24][CH:23]=3)=[O:15])=[CH:9][CH:8]=2)[CH2:6][CH2:5][NH:4][CH2:3][CH2:2]1.C(N(CC)CC)C.[C:39]([C:41]1[CH:42]=[C:43]([CH:47]=[CH:48][CH:49]=1)[C:44](Cl)=[O:45])#[N:40].O, predict the reaction product. The product is: [C:39]([C:41]1[CH:42]=[C:43]([CH:47]=[CH:48][CH:49]=1)[C:44]([N:4]1[CH2:5][CH2:6][N:1]([C:7]2[CH:8]=[CH:9][C:10]([NH:13][C:14]([C:16]3[CH2:21][CH2:20][CH2:19][CH2:18][C:17]=3[C:22]3[CH:23]=[CH:24][C:25]([C:28]([F:29])([F:31])[F:30])=[CH:26][CH:27]=3)=[O:15])=[CH:11][CH:12]=2)[CH2:2][CH2:3]1)=[O:45])#[N:40].